This data is from Peptide-MHC class II binding affinity with 134,281 pairs from IEDB. The task is: Regression. Given a peptide amino acid sequence and an MHC pseudo amino acid sequence, predict their binding affinity value. This is MHC class II binding data. (1) The MHC is HLA-DQA10101-DQB10501 with pseudo-sequence HLA-DQA10101-DQB10501. The peptide sequence is YFVAILDYLNHMAKE. The binding affinity (normalized) is 0.526. (2) The MHC is DRB1_1101 with pseudo-sequence DRB1_1101. The binding affinity (normalized) is 0.574. The peptide sequence is PIYIVTPTNASHIQS. (3) The peptide sequence is LGTCQTLTPMMSSKF. The MHC is DRB1_0401 with pseudo-sequence DRB1_0401. The binding affinity (normalized) is 0.610. (4) The peptide sequence is FNDIIHSIINMDADV. The MHC is DRB1_1501 with pseudo-sequence DRB1_1501. The binding affinity (normalized) is 0.565. (5) The binding affinity (normalized) is 0.121. The MHC is HLA-DQA10201-DQB10202 with pseudo-sequence HLA-DQA10201-DQB10202. The peptide sequence is NASHCNEMSWIQSIP. (6) The peptide sequence is EKKYFAATQFEPLAR. The MHC is HLA-DQA10501-DQB10301 with pseudo-sequence HLA-DQA10501-DQB10301. The binding affinity (normalized) is 0.100. (7) The peptide sequence is ALWRVSAEEY. The MHC is DRB1_0401 with pseudo-sequence DRB1_0401. The binding affinity (normalized) is 0.188. (8) The peptide sequence is WSKDIYNYMEPYVSK. The binding affinity (normalized) is 0.414. The MHC is HLA-DPA10201-DPB10101 with pseudo-sequence HLA-DPA10201-DPB10101.